This data is from Catalyst prediction with 721,799 reactions and 888 catalyst types from USPTO. The task is: Predict which catalyst facilitates the given reaction. Reactant: [C:1]([NH:4][C:5]1[CH:6]=[C:7]([CH:10]=[CH:11][C:12]=1[CH3:13])[CH:8]=O)(=[O:3])[CH3:2].N1CCCCC1.C(O)(=O)[CH2:21][C:22]([OH:24])=[O:23].O=P12OP3(OP(OP(O3)(O1)=O)(=O)O2)=O. Product: [C:1]([NH:4][C:5]1[CH:6]=[C:7]([CH:8]=[CH:21][C:22]([OH:24])=[O:23])[CH:10]=[CH:11][C:12]=1[CH3:13])(=[O:3])[CH3:2]. The catalyst class is: 17.